Dataset: TCR-epitope binding with 47,182 pairs between 192 epitopes and 23,139 TCRs. Task: Binary Classification. Given a T-cell receptor sequence (or CDR3 region) and an epitope sequence, predict whether binding occurs between them. (1) The epitope is RPRGEVRFL. The TCR CDR3 sequence is CASSRGGGLYEQYF. Result: 0 (the TCR does not bind to the epitope). (2) The epitope is EILDITPCSF. The TCR CDR3 sequence is CASSLLRSYEQYF. Result: 1 (the TCR binds to the epitope). (3) The epitope is RLRAEAQVK. The TCR CDR3 sequence is CASSLTSGSTDTQYF. Result: 0 (the TCR does not bind to the epitope).